Dataset: Full USPTO retrosynthesis dataset with 1.9M reactions from patents (1976-2016). Task: Predict the reactants needed to synthesize the given product. (1) Given the product [Cl:25][C:22]1[CH:23]=[CH:24][C:19]([O:18][C:17]2[CH:26]=[CH:27][C:14]([N:11]3[CH:7]([C:1]4[CH:2]=[CH:3][CH:4]=[CH:5][CH:6]=4)[CH2:8][CH2:9][C:10]3=[O:12])=[CH:15][CH:16]=2)=[CH:20][CH:21]=1, predict the reactants needed to synthesize it. The reactants are: [C:1]1([CH:7]2[NH:11][C:10](=[O:12])[CH2:9][CH2:8]2)[CH:6]=[CH:5][CH:4]=[CH:3][CH:2]=1.I[C:14]1[CH:27]=[CH:26][C:17]([O:18][C:19]2[CH:24]=[CH:23][C:22]([Cl:25])=[CH:21][CH:20]=2)=[CH:16][CH:15]=1.[F-].[Cs+]. (2) Given the product [ClH:27].[NH:17]1[CH2:18][CH2:19][CH:14]([O:13][C:8]2[C:7]([CH:4]3[CH2:5][CH2:6][O:1][CH2:2][CH2:3]3)=[CH:12][CH:11]=[CH:10][N:9]=2)[CH2:15][CH2:16]1, predict the reactants needed to synthesize it. The reactants are: [O:1]1[CH2:6][CH2:5][CH:4]([C:7]2[C:8]([O:13][CH:14]3[CH2:19][CH2:18][N:17](C(OC(C)(C)C)=O)[CH2:16][CH2:15]3)=[N:9][CH:10]=[CH:11][CH:12]=2)[CH2:3][CH2:2]1.[ClH:27]. (3) Given the product [C:12]([C:9]1([C:4]2[CH:5]=[CH:6][CH:7]=[CH:8][C:3]=2[C:1]#[C:2][C:20]2[C:21]([C:22]([F:23])([F:25])[F:24])=[CH:16][N:17]=[C:18]([NH:26][C:27]3[CH:28]=[CH:29][C:30]([CH:33]([NH:35][C:36](=[O:42])[O:37][C:38]([CH3:41])([CH3:40])[CH3:39])[CH3:34])=[CH:31][CH:32]=3)[N:19]=2)[CH2:11][CH2:10]1)(=[O:13])[NH2:14], predict the reactants needed to synthesize it. The reactants are: [C:1]([C:3]1[CH:8]=[CH:7][CH:6]=[CH:5][C:4]=1[C:9]1([C:12]([NH2:14])=[O:13])[CH2:11][CH2:10]1)#[CH:2].Cl[C:16]1[C:21]([C:22]([F:25])([F:24])[F:23])=[CH:20][N:19]=[C:18]([NH:26][C:27]2[CH:32]=[CH:31][C:30]([CH:33]([NH:35][C:36](=[O:42])[O:37][C:38]([CH3:41])([CH3:40])[CH3:39])[CH3:34])=[CH:29][CH:28]=2)[N:17]=1.